This data is from Full USPTO retrosynthesis dataset with 1.9M reactions from patents (1976-2016). The task is: Predict the reactants needed to synthesize the given product. (1) Given the product [F:56][C:33]([F:32])([F:55])[S:34]([N:37]1[CH2:42][CH2:41][CH:40]([C:43]2[S:44][C:45]([C:48]3[CH:54]=[CH:53][C:51]([NH:52][C:67]([NH:66][C:59]4[CH:60]=[C:61]([F:65])[C:62]([F:64])=[CH:63][C:58]=4[F:57])=[O:68])=[CH:50][CH:49]=3)=[CH:46][N:47]=2)[CH2:39][CH2:38]1)(=[O:35])=[O:36], predict the reactants needed to synthesize it. The reactants are: FC(F)(F)C1C=C(NC(=O)NC2C=CC(C3SC(CCC(OC)=O)=NC=3)=CC=2)C=CC=1.[F:32][C:33]([F:56])([F:55])[S:34]([N:37]1[CH2:42][CH2:41][CH:40]([C:43]2[S:44][C:45]([C:48]3[CH:54]=[CH:53][C:51]([NH2:52])=[CH:50][CH:49]=3)=[CH:46][N:47]=2)[CH2:39][CH2:38]1)(=[O:36])=[O:35].[F:57][C:58]1[CH:63]=[C:62]([F:64])[C:61]([F:65])=[CH:60][C:59]=1[N:66]=[C:67]=[O:68]. (2) Given the product [Cl:1][C:2]1[CH:3]=[C:4]([NH:9][C:10]([C:13]2[N:14]=[N:15][S:16][C:17]=2[CH2:18][OH:19])=[N:11][OH:12])[CH:5]=[CH:6][C:7]=1[F:8], predict the reactants needed to synthesize it. The reactants are: [Cl:1][C:2]1[CH:3]=[C:4]([NH:9][C:10]([C:13]2[N:14]=[N:15][S:16][C:17]=2[CH2:18][O:19][Si](C(C)C)(C(C)C)C(C)C)=[N:11][OH:12])[CH:5]=[CH:6][C:7]=1[F:8].Cl. (3) The reactants are: [C:1]([O:5][C:6]([NH:8][C:9]1[C:17]2[C:12](=[CH:13][CH:14]=[CH:15][CH:16]=2)[C:11]([C:26]2[CH:27]=[CH:28][C:29]([O:40]S(C(F)(F)F)(=O)=O)=[C:30]([C:32]3[CH:37]=[CH:36][CH:35]=[C:34]([O:38][CH3:39])[CH:33]=3)[CH:31]=2)([C:18]2[CH:23]=[CH:22][C:21]([O:24][CH3:25])=[CH:20][CH:19]=2)[N:10]=1)=[O:7])([CH3:4])([CH3:3])[CH3:2].P([O-])([O-])([O-])=O.[K+].[K+].[K+].COC1C=C(B(O)O)C=CC=1.COCCOC.O.C(O)C. Given the product [C:1]([O:5][C:6](=[O:7])[NH:8][C:9]1[C:17]2[C:12](=[CH:13][CH:14]=[CH:15][CH:16]=2)[C:11]([C:26]2[CH:31]=[C:30]([C:32]3[CH:37]=[CH:36][CH:35]=[C:34]([O:38][CH3:39])[CH:33]=3)[C:29]([OH:40])=[CH:28][CH:27]=2)([C:18]2[CH:19]=[CH:20][C:21]([O:24][CH3:25])=[CH:22][CH:23]=2)[N:10]=1)([CH3:4])([CH3:3])[CH3:2], predict the reactants needed to synthesize it. (4) Given the product [OH:24][CH:22]([CH3:23])[CH2:21][C:18]1[CH:19]=[CH:20][C:15]([NH:14][C:2]2[N:7]=[CH:6][C:5]([C:8](=[O:10])[CH3:9])=[CH:4][C:3]=2[N+:11]([O-:13])=[O:12])=[CH:16][CH:17]=1, predict the reactants needed to synthesize it. The reactants are: Cl[C:2]1[N:7]=[CH:6][C:5]([C:8](=[O:10])[CH3:9])=[CH:4][C:3]=1[N+:11]([O-:13])=[O:12].[NH2:14][C:15]1[CH:20]=[CH:19][C:18]([CH2:21][CH:22]([OH:24])[CH3:23])=[CH:17][CH:16]=1. (5) Given the product [NH2:16][C:4]1[N:3]=[C:2]([NH:17][C:18]2[CH:23]=[CH:22][C:21]([CH:24]([OH:29])[C:25]([F:26])([F:27])[F:28])=[CH:20][CH:19]=2)[CH:7]=[C:6]([C:8]2[CH:13]=[C:12]([Cl:14])[CH:11]=[CH:10][C:9]=2[CH3:15])[N:5]=1, predict the reactants needed to synthesize it. The reactants are: Cl[C:2]1[CH:7]=[C:6]([C:8]2[CH:13]=[C:12]([Cl:14])[CH:11]=[CH:10][C:9]=2[CH3:15])[N:5]=[C:4]([NH2:16])[N:3]=1.[NH2:17][C:18]1[CH:23]=[CH:22][C:21]([CH:24]([OH:29])[C:25]([F:28])([F:27])[F:26])=[CH:20][CH:19]=1.